This data is from Forward reaction prediction with 1.9M reactions from USPTO patents (1976-2016). The task is: Predict the product of the given reaction. (1) Given the reactants [F:1][C:2]1[C:7]([NH2:8])=[CH:6][CH:5]=[C:4]([F:9])[C:3]=1[NH:10][C:11]1[C:16]([C:17]2[N:25]=[CH:24][N:23]=[C:22]3[C:18]=2[N:19]=[CH:20][N:21]3[CH:26]2[CH2:31][CH2:30][CH2:29][CH2:28][O:27]2)=[CH:15][CH:14]=[CH:13][N:12]=1.[Cl:32][C:33]1[CH:38]=[CH:37][CH:36]=[CH:35][C:34]=1[S:39](Cl)(=[O:41])=[O:40].N1C=CC=CC=1, predict the reaction product. The product is: [Cl:32][C:33]1[CH:38]=[CH:37][CH:36]=[CH:35][C:34]=1[S:39]([NH:8][C:7]1[CH:6]=[CH:5][C:4]([F:9])=[C:3]([NH:10][C:11]2[C:16]([C:17]3[N:25]=[CH:24][N:23]=[C:22]4[C:18]=3[N:19]=[CH:20][N:21]4[CH:26]3[CH2:31][CH2:30][CH2:29][CH2:28][O:27]3)=[CH:15][CH:14]=[CH:13][N:12]=2)[C:2]=1[F:1])(=[O:41])=[O:40]. (2) The product is: [Br:1][C:2]1[CH:3]=[CH:4][C:5]([O:16][CH2:17][CH2:18][N:36]2[CH2:41][CH2:40][O:39][CH2:38][CH2:37]2)=[C:6]([C:8]2[CH:13]=[C:12]([Cl:14])[N:11]=[C:10]([NH2:15])[N:9]=2)[CH:7]=1. Given the reactants [Br:1][C:2]1[CH:3]=[CH:4][C:5]([O:16][CH2:17][CH2:18]C)=[C:6]([C:8]2[CH:13]=[C:12]([Cl:14])[N:11]=[C:10]([NH2:15])[N:9]=2)[CH:7]=1.NC1N=C(C2C=C(Br)C=CC=2O)C=C(Cl)N=1.[N:36]1(CCO)[CH2:41][CH2:40][O:39][CH2:38][CH2:37]1, predict the reaction product. (3) Given the reactants [Cl:1][C:2]1[N:7]=[C:6]([N:8]2[CH2:12][CH2:11][C:10]([CH:15]3[CH2:17][CH2:16]3)([C:13]#[N:14])[C:9]2=[O:18])[CH:5]=[CH:4][N:3]=1, predict the reaction product. The product is: [Cl:1][C:2]1[N:7]=[C:6]([N:8]2[CH2:12][CH2:11][C@:10]([CH:15]3[CH2:17][CH2:16]3)([C:13]#[N:14])[C:9]2=[O:18])[CH:5]=[CH:4][N:3]=1. (4) Given the reactants [Cl:1][CH2:2][CH2:3][N:4]([CH2:20][CH2:21][OH:22])[C:5]1[C:6]([N+:17]([O-:19])=[O:18])=[CH:7][C:8]([N+:14]([O-:16])=[O:15])=[C:9]([CH:13]=1)[C:10]([NH2:12])=[O:11].[CH3:23][S:24](Cl)(=[O:26])=[O:25], predict the reaction product. The product is: [CH3:23][S:24]([O:22][CH2:21][CH2:20][N:4]([CH2:3][CH2:2][Cl:1])[C:5]1[CH:13]=[C:9]([C:10]([NH2:12])=[O:11])[C:8]([N+:14]([O-:16])=[O:15])=[CH:7][C:6]=1[N+:17]([O-:19])=[O:18])(=[O:26])=[O:25].